Dataset: Forward reaction prediction with 1.9M reactions from USPTO patents (1976-2016). Task: Predict the product of the given reaction. (1) Given the reactants [ClH:1].C([S:5][CH:6]1[CH2:11][CH2:10][N:9]([CH:12]([C:18]2[CH:23]=[CH:22][CH:21]=[CH:20][C:19]=2[F:24])[C:13]([CH:15]2[CH2:17][CH2:16]2)=[O:14])[CH2:8]/[C:7]/1=[CH:25]\[C:26]1[N:30]=[CH:29][N:28]([CH2:31][C:32]([O:34][CH3:35])=[O:33])[N:27]=1)(=O)C.C(=O)([O-])[O-].[K+].[K+], predict the reaction product. The product is: [ClH:1].[CH:15]1([C:13](=[O:14])[CH:12]([N:9]2[CH2:10][CH2:11][CH:6]([SH:5])/[C:7](=[CH:25]/[C:26]3[N:30]=[CH:29][N:28]([CH2:31][C:32]([O:34][CH3:35])=[O:33])[N:27]=3)/[CH2:8]2)[C:18]2[CH:23]=[CH:22][CH:21]=[CH:20][C:19]=2[F:24])[CH2:17][CH2:16]1. (2) Given the reactants C[O:2][C:3]([C:5]1[S:9][C:8]([N:10]2[C:14]3[CH:15]=[C:16]([O:21][CH3:22])[C:17]([O:19][CH3:20])=[CH:18][C:13]=3[N:12]=[CH:11]2)=[N:7][C:6]=1Br)=[O:4].[Cl:24][C:25]1[CH:26]=[C:27](B(O)O)[CH:28]=[CH:29][CH:30]=1, predict the reaction product. The product is: [Cl:24][C:25]1[CH:30]=[C:29]([C:6]2[N:7]=[C:8]([N:10]3[C:14]4[CH:15]=[C:16]([O:21][CH3:22])[C:17]([O:19][CH3:20])=[CH:18][C:13]=4[N:12]=[CH:11]3)[S:9][C:5]=2[C:3]([OH:2])=[O:4])[CH:28]=[CH:27][CH:26]=1. (3) Given the reactants [CH2:1]([O:8][CH2:9][N:10]1[C:15](=[O:16])[C:14]([Br:17])=[N:13][N:12](CC(F)(F)C2C=CC=CC=2)[C:11]1=[O:28])[C:2]1[CH:7]=[CH:6][CH:5]=[CH:4][CH:3]=1.[F:29][C:30]1[CH:39]=[CH:38][CH:37]=[C:36]2[C:31]=1[CH:32]=[CH:33][CH:34]=[C:35]2[CH2:40]O, predict the reaction product. The product is: [CH2:1]([O:8][CH2:9][N:10]1[C:15](=[O:16])[C:14]([Br:17])=[N:13][N:12]([CH2:40][C:35]2[C:36]3[C:31](=[C:30]([F:29])[CH:39]=[CH:38][CH:37]=3)[CH:32]=[CH:33][CH:34]=2)[C:11]1=[O:28])[C:2]1[CH:7]=[CH:6][CH:5]=[CH:4][CH:3]=1.